Task: Predict the product of the given reaction.. Dataset: Forward reaction prediction with 1.9M reactions from USPTO patents (1976-2016) (1) Given the reactants [F:1][C:2]([F:22])([F:21])[CH:3]([C:5]1[S:9][C:8]([C:10]2[CH:15]=[CH:14][C:13]([C:16]([F:19])([F:18])[F:17])=[CH:12][CH:11]=2)=[N:7][C:6]=1[CH3:20])[OH:4].Br[CH2:24][C:25]1[CH:32]=[CH:31][C:28]([C:29]#[N:30])=[C:27]([F:33])[CH:26]=1.[H-].[Na+].O, predict the reaction product. The product is: [F:33][C:27]1[CH:26]=[C:25]([CH2:24][O:4][CH:3]([C:5]2[S:9][C:8]([C:10]3[CH:11]=[CH:12][C:13]([C:16]([F:17])([F:18])[F:19])=[CH:14][CH:15]=3)=[N:7][C:6]=2[CH3:20])[C:2]([F:1])([F:21])[F:22])[CH:32]=[CH:31][C:28]=1[C:29]#[N:30]. (2) Given the reactants [CH3:1][O:2][C:3](=[O:12])[C:4]1[CH:9]=[CH:8][C:7]([OH:10])=[CH:6][C:5]=1[F:11].[C:13]([O:17][C:18]([N:20]1[CH2:25][CH2:24][CH:23]([CH2:26][CH2:27][CH2:28]O)[CH2:22][CH2:21]1)=[O:19])([CH3:16])([CH3:15])[CH3:14].C1(P(C2C=CC=CC=2)C2C=CC=CC=2)C=CC=CC=1.CC(OC(/N=N/C(OC(C)C)=O)=O)C, predict the reaction product. The product is: [C:13]([O:17][C:18]([N:20]1[CH2:25][CH2:24][CH:23]([CH2:26][CH2:27][CH2:28][O:10][C:7]2[CH:8]=[CH:9][C:4]([C:3]([O:2][CH3:1])=[O:12])=[C:5]([F:11])[CH:6]=2)[CH2:22][CH2:21]1)=[O:19])([CH3:16])([CH3:15])[CH3:14]. (3) Given the reactants [CH2:1]([O:8][N:9]=[C:10]1[CH2:14][N:13]([C:15]([O:17]C(C)(C)C)=O)[C@H:12]([C:22]([OH:24])=O)[CH2:11]1)[C:2]1[CH:7]=[CH:6][CH:5]=[CH:4][CH:3]=1.[O:25]([CH2:32]C(Cl)=O)[C:26]1[CH:31]=[CH:30][CH:29]=[CH:28][CH:27]=1.[C:36]1([CH2:46][NH2:47])[C:45]2[C:40](=[CH:41][CH:42]=[CH:43][CH:44]=2)[CH:39]=[CH:38][CH:37]=1, predict the reaction product. The product is: [CH2:1]([O:8][N:9]=[C:10]1[CH2:14][N:13]([C:15](=[O:17])[CH2:32][O:25][C:26]2[CH:27]=[CH:28][CH:29]=[CH:30][CH:31]=2)[C@H:12]([C:22]([NH:47][CH2:46][C:36]2[C:45]3[C:40](=[CH:41][CH:42]=[CH:43][CH:44]=3)[CH:39]=[CH:38][CH:37]=2)=[O:24])[CH2:11]1)[C:2]1[CH:3]=[CH:4][CH:5]=[CH:6][CH:7]=1. (4) Given the reactants Cl[CH2:2][C:3]1[CH:8]=[CH:7][CH:6]=[C:5]([S:9][CH:10]([CH3:12])[CH3:11])[N:4]=1.C[O:14][C:15](=[O:27])[CH2:16][CH:17]1[C:21]2[CH:22]=[CH:23][C:24]([OH:26])=[CH:25][C:20]=2[O:19][CH2:18]1, predict the reaction product. The product is: [CH:10]([S:9][C:5]1[N:4]=[C:3]([CH2:2][O:26][C:24]2[CH:23]=[CH:22][C:21]3[CH:17]([CH2:16][C:15]([OH:27])=[O:14])[CH2:18][O:19][C:20]=3[CH:25]=2)[CH:8]=[CH:7][CH:6]=1)([CH3:12])[CH3:11]. (5) The product is: [CH2:1]([O:8][C:9]1[CH:10]=[CH:11][C:12]([S:35]([CH2:25][CH:26]([CH3:31])[CH3:27])(=[O:38])=[O:36])=[C:13]2[C:18]=1[N:17]=[CH:16][CH:15]=[CH:14]2)[C:2]1[CH:7]=[CH:6][CH:5]=[CH:4][CH:3]=1. Given the reactants [CH2:1]([O:8][C:9]1[CH:10]=[CH:11][C:12](SCC(C)C)=[C:13]2[C:18]=1[N:17]=[CH:16][CH:15]=[CH:14]2)[C:2]1[CH:7]=[CH:6][CH:5]=[CH:4][CH:3]=1.C1C=C(Cl)[CH:27]=[C:26]([C:31](OO)=O)[CH:25]=1.[S:35](=[O:38])(O)[O-:36].[Na+], predict the reaction product. (6) Given the reactants [CH3:1][O:2][C:3]1[CH:8]=[CH:7][C:6]([C:9]2[N:10]=[C:11]([NH:14][C:15]([C:17]3[N:18]=[CH:19][C:20]([N:23]4[CH2:28][CH2:27][CH:26]([C:29]([O:31][CH2:32][CH3:33])=[O:30])[CH2:25][CH2:24]4)=[N:21][CH:22]=3)=[O:16])[S:12][CH:13]=2)=[CH:5][C:4]=1[C:34]([F:37])([F:36])[F:35].C=O.[C:40]([O:43][C:44](=O)C)(=[O:42])[CH3:41], predict the reaction product. The product is: [C:40]([O:43][CH2:44][C:13]1[S:12][C:11]([NH:14][C:15]([C:17]2[N:18]=[CH:19][C:20]([N:23]3[CH2:28][CH2:27][CH:26]([C:29]([O:31][CH2:32][CH3:33])=[O:30])[CH2:25][CH2:24]3)=[N:21][CH:22]=2)=[O:16])=[N:10][C:9]=1[C:6]1[CH:7]=[CH:8][C:3]([O:2][CH3:1])=[C:4]([C:34]([F:37])([F:36])[F:35])[CH:5]=1)(=[O:42])[CH3:41]. (7) Given the reactants [Br:1]Br.[OH:3][C:4]1[C:5]([C:10]([O:12][CH3:13])=[O:11])=[N:6][CH:7]=[CH:8][CH:9]=1, predict the reaction product. The product is: [Br:1][C:7]1[N:6]=[C:5]([C:10]([O:12][CH3:13])=[O:11])[C:4]([OH:3])=[CH:9][CH:8]=1. (8) Given the reactants [Br:1][C:2]1[CH:3]=[C:4]([CH:9]=[C:10]([CH:13]=[O:14])[C:11]=1[CH3:12])[C:5]([O:7][CH3:8])=[O:6].[BH4-].[Na+], predict the reaction product. The product is: [Br:1][C:2]1[CH:3]=[C:4]([CH:9]=[C:10]([CH2:13][OH:14])[C:11]=1[CH3:12])[C:5]([O:7][CH3:8])=[O:6]. (9) Given the reactants [C:1]([C:3]1[CH:4]=[CH:5][C:6]([NH2:13])=[C:7]([S:9]([NH2:12])(=[O:11])=[O:10])[CH:8]=1)#N.[CH3:14][O:15][C:16]1C=[CH:20][CH:19]=[CH:18][C:17]=1B(O)O.[CH:25]1([CH:31]=O)[CH2:30][CH2:29][CH2:28][CH2:27][CH2:26]1, predict the reaction product. The product is: [CH:25]1([CH:31]2[NH:13][C:6]3[CH:5]=[CH:4][C:3]([C:1]4[CH:20]=[CH:19][CH:18]=[CH:17][C:16]=4[O:15][CH3:14])=[CH:8][C:7]=3[S:9](=[O:11])(=[O:10])[NH:12]2)[CH2:26][CH2:27][CH2:28][CH2:29][CH2:30]1.